The task is: Predict the reaction yield, written as a fraction of the theoretical maximum amount of product (1.0 means a 100% yield; for example, 0.34 means a 34% yield).. This data is from Reaction yield outcomes from USPTO patents with 853,638 reactions. (1) The reactants are [N:1]1[CH:6]=[CH:5][CH:4]=[CH:3][C:2]=1[CH:7]=[O:8].CCCC[N+](CCCC)(CCCC)CCCC.[F-].[F:27][C:28]([Si](C)(C)C)([F:30])[F:29]. The catalyst is C1COCC1.O.C(Cl)Cl. The product is [F:27][C:28]([F:30])([F:29])[CH2:7][OH:8].[N:1]1[CH:6]=[CH:5][CH:4]=[CH:3][CH:2]=1. The yield is 0.240. (2) The reactants are [Cl:1][C:2]1[C:7]([C:8]([OH:10])=[O:9])=[CH:6][CH:5]=[C:4]([O:11][CH3:12])[N:3]=1.C([O-])(=O)C.[Na+].[Br:18]Br. The catalyst is C(O)(=O)C. The yield is 0.780. The product is [Cl:1][C:2]1[C:7]([C:8]([OH:10])=[O:9])=[CH:6][C:5]([Br:18])=[C:4]([O:11][CH3:12])[N:3]=1. (3) The reactants are CS(O[CH2:6][C@@H:7]([NH:15][C:16]([O:18][C:19]([CH3:22])([CH3:21])[CH3:20])=[O:17])[CH2:8][CH:9]1[CH2:14][CH2:13][CH2:12][CH2:11][CH2:10]1)(=O)=O.[N-:23]=[N+:24]=[N-:25].[Na+]. The catalyst is CN(C=O)C.CCOC(C)=O.O. The product is [N:23]([CH2:6][C@@H:7]([NH:15][C:16](=[O:17])[O:18][C:19]([CH3:22])([CH3:21])[CH3:20])[CH2:8][CH:9]1[CH2:14][CH2:13][CH2:12][CH2:11][CH2:10]1)=[N+:24]=[N-:25]. The yield is 0.690. (4) The reactants are [CH2:1]([O:3][C:4](=[O:20])[CH2:5][CH:6]1[CH2:11][CH2:10][N:9]([C:12]2[CH:17]=[CH:16][C:15]([Cl:18])=[CH:14][C:13]=2[NH2:19])[CH2:8][CH2:7]1)[CH3:2].[Cl:21][C:22]1[CH:23]=[C:24]([CH:28]=[CH:29][CH:30]=1)[C:25](Cl)=[O:26]. The catalyst is C(#N)C. The product is [CH2:1]([O:3][C:4](=[O:20])[CH2:5][CH:6]1[CH2:11][CH2:10][N:9]([C:12]2[CH:17]=[CH:16][C:15]([Cl:18])=[CH:14][C:13]=2[NH:19][C:25](=[O:26])[C:24]2[CH:28]=[CH:29][CH:30]=[C:22]([Cl:21])[CH:23]=2)[CH2:8][CH2:7]1)[CH3:2]. The yield is 0.567. (5) The reactants are [OH:1][C:2]1[CH:11]=[C:10]([OH:12])[C:9]([CH:13]([CH3:15])[CH3:14])=[CH:8][C:3]=1[C:4]([O:6][CH3:7])=[O:5].[C:16](=[O:19])([O-])[O-].[K+].[K+].[CH3:22][O:23][CH2:24]Cl.[C:26](#N)C. No catalyst specified. The product is [CH3:22][O:23][CH2:24][O:1][C:2]1[CH:11]=[C:10]([O:12][CH2:26][O:19][CH3:16])[C:9]([CH:13]([CH3:15])[CH3:14])=[CH:8][C:3]=1[C:4]([O:6][CH3:7])=[O:5]. The yield is 0.970. (6) The product is [OH:9][NH:8][S:11]([C:14]1[CH:15]=[C:16]([CH:20]=[CH:21][CH:22]=1)[C:17]([OH:19])=[O:18])(=[O:13])=[O:12]. The yield is 0.270. The catalyst is O.CO.C1COCC1. The reactants are C(=O)([O-])[O-].[K+].[K+].Cl.[NH2:8][OH:9].Cl[S:11]([C:14]1[CH:15]=[C:16]([CH:20]=[CH:21][CH:22]=1)[C:17]([OH:19])=[O:18])(=[O:13])=[O:12].S(Cl)(Cl)(=O)=O. (7) The reactants are ClC1C=CC([N:8]([C:12]2[CH:17]=[C:16]([C:18]([F:21])([F:20])[F:19])[CH:15]=[CH:14][N:13]=2)[C:9](=O)[O-:10])=CC=1.[NH2:22][C:23]1[CH:28]=[CH:27][C:26]([C:29]2[CH:30]=[C:31]([CH2:39][N:40]3[CH2:46][CH2:45][CH2:44][O:43][CH2:42][CH2:41]3)[N:32]3[C:37]=2[C:36]([NH2:38])=[N:35][CH:34]=[N:33]3)=[CH:25][C:24]=1[F:47].C(NC(C)C)(C)C.[O:55]1CCOCC1. No catalyst specified. The product is [NH2:38][C:36]1[C:37]2=[C:29]([C:26]3[CH:27]=[CH:28][C:23]([NH:22][C:9]([NH:8][C:12]4[CH:17]=[C:16]([C:18]([F:21])([F:20])[F:19])[CH:15]=[CH:14][N+:13]=4[O-:55])=[O:10])=[C:24]([F:47])[CH:25]=3)[CH:30]=[C:31]([CH2:39][N:40]3[CH2:46][CH2:45][CH2:44][O:43][CH2:42][CH2:41]3)[N:32]2[N:33]=[CH:34][N:35]=1. The yield is 0.240. (8) The reactants are [CH3:1][S@:2]([C:4]1[CH:9]=[CH:8][C:7]([CH3:10])=[CH:6][CH:5]=1)=[O:3].C([N-]C(C)C)(C)C.[Li+].C1CCCCC1.[F:25][C:26]([F:43])([F:42])[C:27](=[O:41])[CH2:28][C:29]([C:32]1[CH:37]=[C:36]([F:38])[CH:35]=[CH:34][C:33]=1[O:39][CH3:40])([CH3:31])[CH3:30]. The catalyst is C1COCC1. The product is [F:43][C:26]([F:25])([F:42])[C@@:27]([CH2:1][S@:2]([C:4]1[CH:9]=[CH:8][C:7]([CH3:10])=[CH:6][CH:5]=1)=[O:3])([OH:41])[CH2:28][C:29]([C:32]1[CH:37]=[C:36]([F:38])[CH:35]=[CH:34][C:33]=1[O:39][CH3:40])([CH3:31])[CH3:30].[F:43][C:26]([F:25])([F:42])[C@:27]([CH2:1][S@:2]([C:4]1[CH:9]=[CH:8][C:7]([CH3:10])=[CH:6][CH:5]=1)=[O:3])([OH:41])[CH2:28][C:29]([C:32]1[CH:37]=[C:36]([F:38])[CH:35]=[CH:34][C:33]=1[O:39][CH3:40])([CH3:31])[CH3:30]. The yield is 0.620. (9) The reactants are Br[C:2]1[CH:26]=[CH:25][C:5]([O:6][CH2:7][C:8]([NH:10][C@@H:11]([C:13]2[CH:18]=[CH:17][C:16]([O:19][CH2:20][C:21]([F:24])([F:23])[F:22])=[CH:15][N:14]=2)[CH3:12])=[O:9])=[CH:4][CH:3]=1.[CH:27]1(B(O)O)[CH2:29][CH2:28]1.P([O-])([O-])([O-])=O.[K+].[K+].[K+]. The catalyst is O1CCOCC1.CO. The product is [CH:27]1([C:2]2[CH:26]=[CH:25][C:5]([O:6][CH2:7][C:8]([NH:10][C@@H:11]([C:13]3[CH:18]=[CH:17][C:16]([O:19][CH2:20][C:21]([F:24])([F:23])[F:22])=[CH:15][N:14]=3)[CH3:12])=[O:9])=[CH:4][CH:3]=2)[CH2:29][CH2:28]1. The yield is 0.0700. (10) The reactants are [CH2:1]([O:3][C:4]([C:6]1[CH:7]=[N:8][C:9]2[C:14]([C:15]=1Cl)=[N:13][C:12]([O:17][CH3:18])=[CH:11][CH:10]=2)=[O:5])[CH3:2].C(N(CC)CC)C.C(OCC)(=O)C. The catalyst is [Pd].C(O)C. The product is [CH2:1]([O:3][C:4]([C:6]1[CH:7]=[N:8][C:9]2[C:14]([CH:15]=1)=[N:13][C:12]([O:17][CH3:18])=[CH:11][CH:10]=2)=[O:5])[CH3:2]. The yield is 0.770.